Predict the reactants needed to synthesize the given product. From a dataset of Full USPTO retrosynthesis dataset with 1.9M reactions from patents (1976-2016). (1) Given the product [CH3:9][O:8][C:5]1[C:4]([C:10]2[O:11][C:12]3[CH:18]=[CH:17][C:16]([C:19]4[CH:24]=[CH:23][C:22]5[O:25][CH2:26][O:27][C:21]=5[CH:20]=4)=[CH:15][C:13]=3[N:14]=2)=[CH:3][C:2]([N:1]2[C:37](=[O:38])[C:31]3[C:30](=[CH:29][CH:28]=[C:33]([C:34]([OH:36])=[O:35])[CH:32]=3)[C:40]2=[O:39])=[CH:7][CH:6]=1, predict the reactants needed to synthesize it. The reactants are: [NH2:1][C:2]1[CH:3]=[C:4]([C:10]2[O:11][C:12]3[CH:18]=[CH:17][C:16]([C:19]4[CH:24]=[CH:23][C:22]5[O:25][CH2:26][O:27][C:21]=5[CH:20]=4)=[CH:15][C:13]=3[N:14]=2)[C:5]([O:8][CH3:9])=[CH:6][CH:7]=1.[CH:28]1[C:33]([C:34]([OH:36])=[O:35])=[CH:32][C:31]2[C:37]([O:39][C:40](=O)[C:30]=2[CH:29]=1)=[O:38]. (2) Given the product [F:21][C:22]1[CH:27]=[C:26]([F:28])[CH:25]=[CH:24][C:23]=1[C:2]1[C:11]2[C:6](=[CH:7][CH:8]=[C:9]([O:12][CH3:13])[CH:10]=2)[CH:5]=[C:4]([NH:14][C:15]2[CH:19]=[C:18]([CH3:20])[NH:17][N:16]=2)[N:3]=1, predict the reactants needed to synthesize it. The reactants are: Cl[C:2]1[C:11]2[C:6](=[CH:7][CH:8]=[C:9]([O:12][CH3:13])[CH:10]=2)[CH:5]=[C:4]([NH:14][C:15]2[CH:19]=[C:18]([CH3:20])[NH:17][N:16]=2)[N:3]=1.[F:21][C:22]1[CH:27]=[C:26]([F:28])[CH:25]=[CH:24][C:23]=1B(O)O. (3) Given the product [C:5]([O:8][CH2:9][C:10]([CH3:40])([CH3:39])[CH2:11][N:12]1[C:18]2[CH:19]=[CH:20][C:21]([Cl:23])=[CH:22][C:17]=2[C@@H:16]([C:24]2[CH:29]=[CH:28][CH:27]=[C:26]([O:30][CH3:31])[C:25]=2[O:32][CH3:33])[O:15][C@H:14]([CH2:34][C:35]([NH:42][C:43]2[CH:58]=[CH:57][C:46]([C:47]([O:49][CH2:50][C:51]3[CH:56]=[CH:55][CH:54]=[CH:53][CH:52]=3)=[O:48])=[CH:45][C:44]=2[CH3:59])=[O:36])[C:13]1=[O:38])(=[O:7])[CH3:6], predict the reactants needed to synthesize it. The reactants are: S(Cl)(Cl)=O.[C:5]([O:8][CH2:9][C:10]([CH3:40])([CH3:39])[CH2:11][N:12]1[C:18]2[CH:19]=[CH:20][C:21]([Cl:23])=[CH:22][C:17]=2[C@@H:16]([C:24]2[CH:29]=[CH:28][CH:27]=[C:26]([O:30][CH3:31])[C:25]=2[O:32][CH3:33])[O:15][C@H:14]([CH2:34][C:35](O)=[O:36])[C:13]1=[O:38])(=[O:7])[CH3:6].Cl.[NH2:42][C:43]1[CH:58]=[CH:57][C:46]([C:47]([O:49][CH2:50][C:51]2[CH:56]=[CH:55][CH:54]=[CH:53][CH:52]=2)=[O:48])=[CH:45][C:44]=1[CH3:59].C(N(CC)CC)C.